Dataset: Catalyst prediction with 721,799 reactions and 888 catalyst types from USPTO. Task: Predict which catalyst facilitates the given reaction. (1) Reactant: [OH:1][CH:2]([C:10]1[C:11]2[N:12]([N:18]=[C:19]([C:21]([F:24])([F:23])[F:22])[N:20]=2)[C:13]([O:16][CH3:17])=[CH:14][CH:15]=1)[C:3]([CH3:9])([CH3:8])[C:4]([O:6][CH3:7])=[O:5].CC(OI1(OC(C)=O)(OC(C)=O)OC(=O)C2C=CC=CC1=2)=O.C(=O)([O-])O.[Na+]. Product: [CH3:17][O:16][C:13]1[N:12]2[N:18]=[C:19]([C:21]([F:24])([F:22])[F:23])[N:20]=[C:11]2[C:10]([C:2](=[O:1])[C:3]([CH3:8])([CH3:9])[C:4]([O:6][CH3:7])=[O:5])=[CH:15][CH:14]=1. The catalyst class is: 4. (2) Reactant: [F:1][C:2]1[CH:7]=[C:6]([C:8](=[O:13])[NH:9][CH:10]([CH3:12])[CH3:11])[CH:5]=[CH:4][C:3]=1[N:14]1[CH2:19][CH2:18][N:17](C(OC(C)(C)C)=O)[CH2:16][CH2:15]1.[ClH:27]. The catalyst class is: 472. Product: [ClH:27].[F:1][C:2]1[CH:7]=[C:6]([CH:5]=[CH:4][C:3]=1[N:14]1[CH2:15][CH2:16][NH:17][CH2:18][CH2:19]1)[C:8]([NH:9][CH:10]([CH3:12])[CH3:11])=[O:13]. (3) Reactant: [F:1][CH:2]1[C:7]([OH:18])([C:8]#[C:9][CH2:10][O:11][CH:12]2[CH2:17][CH2:16][CH2:15][CH2:14][O:13]2)[CH2:6][CH2:5][N:4]([C:19]([O:21][C:22]([CH3:25])([CH3:24])[CH3:23])=[O:20])[CH2:3]1. Product: [F:1][CH:2]1[C:7]([OH:18])([CH2:8][CH2:9][CH2:10][O:11][CH:12]2[CH2:17][CH2:16][CH2:15][CH2:14][O:13]2)[CH2:6][CH2:5][N:4]([C:19]([O:21][C:22]([CH3:25])([CH3:24])[CH3:23])=[O:20])[CH2:3]1. The catalyst class is: 43. (4) Reactant: [CH3:1][O:2][C:3](=[O:31])[C:4]1[CH:9]=[CH:8][C:7]([NH:10][C:11]([O:13][C:14]([CH3:17])([CH3:16])[CH3:15])=[O:12])=[C:6]([NH:18][S:19]([C:22]2[CH:27]=[CH:26][CH:25]=[CH:24][C:23]=2[N+:28]([O-:30])=[O:29])(=[O:21])=[O:20])[CH:5]=1.[C:32](=O)([O-])[O-].[K+].[K+].CI.O. Product: [CH3:1][O:2][C:3](=[O:31])[C:4]1[CH:9]=[CH:8][C:7]([NH:10][C:11]([O:13][C:14]([CH3:17])([CH3:15])[CH3:16])=[O:12])=[C:6]([N:18]([CH3:32])[S:19]([C:22]2[CH:27]=[CH:26][CH:25]=[CH:24][C:23]=2[N+:28]([O-:30])=[O:29])(=[O:21])=[O:20])[CH:5]=1. The catalyst class is: 42.